This data is from Forward reaction prediction with 1.9M reactions from USPTO patents (1976-2016). The task is: Predict the product of the given reaction. (1) Given the reactants [F:1][C:2]1[CH:7]=[CH:6][CH:5]=[C:4]([F:8])[C:3]=1[N:9]1[C:14]2[N:15]=[C:16](S(C)(=O)=O)[N:17]=[C:18]([C:19]3[CH:24]=[CH:23][C:22]([F:25])=[CH:21][C:20]=3[CH3:26])[C:13]=2[CH:12]=[CH:11][C:10]1=[O:31].[CH2:32]([NH2:35])[CH2:33][NH2:34], predict the reaction product. The product is: [NH2:34][CH2:33][CH2:32][NH:35][C:16]1[N:17]=[C:18]([C:19]2[CH:24]=[CH:23][C:22]([F:25])=[CH:21][C:20]=2[CH3:26])[C:13]2[CH:12]=[CH:11][C:10](=[O:31])[N:9]([C:3]3[C:2]([F:1])=[CH:7][CH:6]=[CH:5][C:4]=3[F:8])[C:14]=2[N:15]=1. (2) The product is: [Cl:10][C:11]1[CH:12]=[C:13]([CH:16]=[C:17]([Cl:19])[CH:18]=1)[CH:14]=[N:6][CH2:5][CH:4]([O:7][CH2:8][CH3:9])[O:3][CH2:1][CH3:2]. Given the reactants [CH2:1]([O:3][CH:4]([O:7][CH2:8][CH3:9])[CH2:5][NH2:6])[CH3:2].[Cl:10][C:11]1[CH:12]=[C:13]([CH:16]=[C:17]([Cl:19])[CH:18]=1)[CH:14]=O, predict the reaction product. (3) Given the reactants [CH2:1]([Li])CCC.Br[C:7]1[CH:8]=[CH:9][C:10]([O:15][CH2:16][C:17]([CH3:20])([CH3:19])[CH3:18])=[C:11]([CH:14]=1)[C:12]#[N:13].[B:21](OC(C)C)([O:26]C(C)C)[O:22]C(C)C.Cl, predict the reaction product. The product is: [C:12]([C:11]1[CH:14]=[C:7]([B:21]([OH:26])[OH:22])[CH:8]=[CH:9][C:10]=1[O:15][CH2:16][C:17]([CH3:20])([CH3:19])[CH2:18][CH3:1])#[N:13]. (4) Given the reactants [Li+].C[Si]([N-][Si](C)(C)C)(C)C.[NH2:11][C:12]1[CH:17]=[CH:16][CH:15]=[CH:14][CH:13]=1.F[C:19]1[C:26]([N+:27]([O-:29])=[O:28])=[CH:25][CH:24]=[C:23]([F:30])[C:20]=1[C:21]#[N:22], predict the reaction product. The product is: [F:30][C:23]1[C:20]([C:21]#[N:22])=[C:19]([NH:11][C:12]2[CH:17]=[CH:16][CH:15]=[CH:14][CH:13]=2)[C:26]([N+:27]([O-:29])=[O:28])=[CH:25][CH:24]=1. (5) The product is: [C:20]1([N:26]([C:27]2[CH:32]=[CH:31][CH:30]=[CH:29][CH:28]=2)[CH2:33][C:34]([N:11]2[CH2:12][CH2:13][N:8]([CH:7]([C:1]3[CH:6]=[CH:5][CH:4]=[CH:3][CH:2]=3)[C:14]3[CH:15]=[CH:16][N:17]=[CH:18][CH:19]=3)[CH2:9][CH2:10]2)=[O:35])[CH:21]=[CH:22][CH:23]=[CH:24][CH:25]=1. Given the reactants [C:1]1([CH:7]([C:14]2[CH:19]=[CH:18][N:17]=[CH:16][CH:15]=2)[N:8]2[CH2:13][CH2:12][NH:11][CH2:10][CH2:9]2)[CH:6]=[CH:5][CH:4]=[CH:3][CH:2]=1.[C:20]1([N:26]([CH2:33][C:34](O)=[O:35])[C:27]2[CH:32]=[CH:31][CH:30]=[CH:29][CH:28]=2)[CH:25]=[CH:24][CH:23]=[CH:22][CH:21]=1.C(Cl)CCl, predict the reaction product. (6) Given the reactants [Cl-].[C:2]([C:4]1[CH:29]=[CH:28][C:7]([CH2:8][P+](C2C=CC=CC=2)(C2C=CC=CC=2)C2C=CC=CC=2)=[CH:6][CH:5]=1)#[N:3].C[Si]([N-][Si](C)(C)C)(C)C.[Li+].[C:40]([O:44][C:45]([N:47]1[CH2:52][CH2:51][CH:50]([CH2:53][CH:54]=O)[CH2:49][CH2:48]1)=[O:46])([CH3:43])([CH3:42])[CH3:41], predict the reaction product. The product is: [C:40]([O:44][C:45]([N:47]1[CH2:52][CH2:51][CH:50]([CH2:53][CH2:54][CH2:8][C:7]2[CH:6]=[CH:5][C:4]([C:2]#[N:3])=[CH:29][CH:28]=2)[CH2:49][CH2:48]1)=[O:46])([CH3:43])([CH3:42])[CH3:41]. (7) Given the reactants [CH3:1][O:2][C:3]1[C:4]([NH2:9])=[CH:5][CH:6]=[CH:7][CH:8]=1.CO[C:12]1[CH2:13][CH2:14][CH2:15][CH2:16][CH2:17][N:18]=1, predict the reaction product. The product is: [CH3:1][O:2][C:3]1[CH:8]=[CH:7][CH:6]=[CH:5][C:4]=1[NH:9][C:12]1[CH2:13][CH2:14][CH2:15][CH2:16][CH2:17][N:18]=1. (8) Given the reactants C1C2C3C=CC(C2C=C1)C3.[C:11]1(=O)[O:16][C:14](=O)[C:13]2=[CH:17][CH:18]=[CH:19][CH:20]=C12.C1C=CC=CC=1.[CH:28]([OH:31])([CH3:30])[CH3:29], predict the reaction product. The product is: [CH2:20]1[CH:19]2[CH:29]3[O:31][CH:28]3[CH:30]1[CH:17]1[CH:18]2[CH:11]2[O:16][CH:14]2[CH2:13]1. (9) Given the reactants [C:1]([CH:3]1[CH:8]2[CH:4]1[CH2:5][N:6]([C:9]([O:11][C:12]([CH3:15])([CH3:14])[CH3:13])=[O:10])[CH2:7]2)#[N:2].[CH:16]1([CH2:19]Br)[CH2:18][CH2:17]1.C[Si]([N-][Si](C)(C)C)(C)C.[K+], predict the reaction product. The product is: [C:1]([C:3]1([CH2:19][CH:16]2[CH2:18][CH2:17]2)[CH:4]2[CH:8]1[CH2:7][N:6]([C:9]([O:11][C:12]([CH3:15])([CH3:14])[CH3:13])=[O:10])[CH2:5]2)#[N:2]. (10) Given the reactants [C:1]1([C:7]2[CH:16]=[CH:15][CH:14]=[C:13]3[C:8]=2[C:9]([NH:26][CH2:27][C:28]2[CH:33]=[CH:32][CH:31]=[CH:30][N:29]=2)=[N:10][N:11]=[C:12]3[C:17]2[CH:18]=[N:19][CH:20]=[C:21]([CH:25]=2)[C:22]([OH:24])=O)[CH:6]=[CH:5][CH:4]=[CH:3][CH:2]=1.[NH2:34][C:35]1[CH:36]=[C:37]([NH:41][S:42]([CH3:45])(=[O:44])=[O:43])[CH:38]=[CH:39][CH:40]=1.CN(C(ON1N=NC2C=CC=NC1=2)=[N+](C)C)C.F[P-](F)(F)(F)(F)F.CCN(C(C)C)C(C)C, predict the reaction product. The product is: [CH3:45][S:42]([NH:41][C:37]1[CH:36]=[C:35]([NH:34][C:22](=[O:24])[C:21]2[CH:25]=[C:17]([C:12]3[C:13]4[C:8](=[C:7]([C:1]5[CH:6]=[CH:5][CH:4]=[CH:3][CH:2]=5)[CH:16]=[CH:15][CH:14]=4)[C:9]([NH:26][CH2:27][C:28]4[CH:33]=[CH:32][CH:31]=[CH:30][N:29]=4)=[N:10][N:11]=3)[CH:18]=[N:19][CH:20]=2)[CH:40]=[CH:39][CH:38]=1)(=[O:44])=[O:43].